Dataset: Full USPTO retrosynthesis dataset with 1.9M reactions from patents (1976-2016). Task: Predict the reactants needed to synthesize the given product. (1) The reactants are: [N:1]1([CH2:6][C:7]2[CH:8]=[C:9]([NH:13][C:14]3[CH:19]=[CH:18][N:17]4[N:20]=[CH:21][C:22]([CH:23]=O)=[C:16]4[N:15]=3)[CH:10]=[CH:11][CH:12]=2)[CH:5]=[CH:4][N:3]=[CH:2]1.[NH:25]1[CH2:31][C:29](=[O:30])[NH:28][C:26]1=[O:27].N1CCCCC1. Given the product [N:1]1([CH2:6][C:7]2[CH:8]=[C:9]([NH:13][C:14]3[CH:19]=[CH:18][N:17]4[N:20]=[CH:21][C:22]([CH:23]=[C:31]5[NH:25][C:26](=[O:27])[NH:28][C:29]5=[O:30])=[C:16]4[N:15]=3)[CH:10]=[CH:11][CH:12]=2)[CH:5]=[CH:4][N:3]=[CH:2]1, predict the reactants needed to synthesize it. (2) Given the product [NH2:9][C:4]1[C:3]([F:10])=[C:2]([C:13]2[C:14]([C:15]#[N:16])=[CH:17][CH:18]=[CH:19][C:12]=2[F:11])[C:7]([F:8])=[CH:6][CH:5]=1, predict the reactants needed to synthesize it. The reactants are: Br[C:2]1[C:3]([F:10])=[C:4]([NH2:9])[CH:5]=[CH:6][C:7]=1[F:8].[F:11][C:12]1[C:13](B2OC(C)(C)C(C)(C)O2)=[C:14]([CH:17]=[CH:18][CH:19]=1)[C:15]#[N:16]. (3) Given the product [CH:17]([C:20]1[CH:25]=[CH:24][C:23]([S:26]([NH:1][C:2]2[CH:10]=[CH:9][CH:8]=[C:7]3[C:3]=2[CH2:4][CH:5]([CH2:11][NH:12][C:13](=[O:16])[CH2:14][CH3:15])[CH2:6]3)(=[O:28])=[O:27])=[CH:22][CH:21]=1)([CH3:19])[CH3:18], predict the reactants needed to synthesize it. The reactants are: [NH2:1][C:2]1[CH:10]=[CH:9][CH:8]=[C:7]2[C:3]=1[CH2:4][CH:5]([CH2:11][NH:12][C:13](=[O:16])[CH2:14][CH3:15])[CH2:6]2.[CH:17]([C:20]1[CH:25]=[CH:24][C:23]([S:26](Cl)(=[O:28])=[O:27])=[CH:22][CH:21]=1)([CH3:19])[CH3:18].